From a dataset of NCI-60 drug combinations with 297,098 pairs across 59 cell lines. Regression. Given two drug SMILES strings and cell line genomic features, predict the synergy score measuring deviation from expected non-interaction effect. (1) Drug 1: CS(=O)(=O)C1=CC(=C(C=C1)C(=O)NC2=CC(=C(C=C2)Cl)C3=CC=CC=N3)Cl. Drug 2: CC1=C(C(=CC=C1)Cl)NC(=O)C2=CN=C(S2)NC3=CC(=NC(=N3)C)N4CCN(CC4)CCO. Cell line: NCI-H460. Synergy scores: CSS=20.8, Synergy_ZIP=17.9, Synergy_Bliss=19.8, Synergy_Loewe=18.9, Synergy_HSA=19.0. (2) Drug 1: CCN(CC)CCNC(=O)C1=C(NC(=C1C)C=C2C3=C(C=CC(=C3)F)NC2=O)C. Drug 2: CCC1(C2=C(COC1=O)C(=O)N3CC4=CC5=C(C=CC(=C5CN(C)C)O)N=C4C3=C2)O.Cl. Cell line: OVCAR-8. Synergy scores: CSS=30.7, Synergy_ZIP=0.433, Synergy_Bliss=0.429, Synergy_Loewe=-22.0, Synergy_HSA=1.26. (3) Drug 1: C1=CN(C(=O)N=C1N)C2C(C(C(O2)CO)O)O.Cl. Drug 2: C(CN)CNCCSP(=O)(O)O. Cell line: NCI-H322M. Synergy scores: CSS=-6.21, Synergy_ZIP=1.01, Synergy_Bliss=-1.34, Synergy_Loewe=-12.7, Synergy_HSA=-7.54. (4) Drug 1: C1=CC(=CC=C1C#N)C(C2=CC=C(C=C2)C#N)N3C=NC=N3. Drug 2: CCCCC(=O)OCC(=O)C1(CC(C2=C(C1)C(=C3C(=C2O)C(=O)C4=C(C3=O)C=CC=C4OC)O)OC5CC(C(C(O5)C)O)NC(=O)C(F)(F)F)O. Cell line: MOLT-4. Synergy scores: CSS=75.6, Synergy_ZIP=3.73, Synergy_Bliss=-0.269, Synergy_Loewe=3.66, Synergy_HSA=2.44. (5) Drug 1: C1CCC(C1)C(CC#N)N2C=C(C=N2)C3=C4C=CNC4=NC=N3. Drug 2: C1=CC=C(C=C1)NC(=O)CCCCCCC(=O)NO. Cell line: IGROV1. Synergy scores: CSS=10.9, Synergy_ZIP=0.302, Synergy_Bliss=3.03, Synergy_Loewe=3.21, Synergy_HSA=3.39. (6) Drug 1: CN(C)N=NC1=C(NC=N1)C(=O)N. Drug 2: B(C(CC(C)C)NC(=O)C(CC1=CC=CC=C1)NC(=O)C2=NC=CN=C2)(O)O. Cell line: HCT116. Synergy scores: CSS=9.90, Synergy_ZIP=-3.24, Synergy_Bliss=-0.198, Synergy_Loewe=1.74, Synergy_HSA=1.92.